Predict the reaction yield, written as a fraction of the theoretical maximum amount of product (1.0 means a 100% yield; for example, 0.34 means a 34% yield). From a dataset of Reaction yield outcomes from USPTO patents with 853,638 reactions. The reactants are [CH:1]1([C:4]2[N:9]=[C:8]([N:10]3[CH2:15][CH2:14][N:13]([CH2:16][CH2:17][CH2:18][CH:19]=[CH:20][C:21]4[N:30]=[C:29]5[C:24]([CH2:25][CH2:26][C:27](=[O:31])[NH:28]5)=[CH:23][CH:22]=4)[CH2:12][CH2:11]3)[CH:7]=[CH:6][CH:5]=2)[CH2:3][CH2:2]1. The catalyst is C1COCC1.[Pd]. The product is [CH:1]1([C:4]2[N:9]=[C:8]([N:10]3[CH2:15][CH2:14][N:13]([CH2:16][CH2:17][CH2:18][CH2:19][CH2:20][C:21]4[N:30]=[C:29]5[C:24]([CH2:25][CH2:26][C:27](=[O:31])[NH:28]5)=[CH:23][CH:22]=4)[CH2:12][CH2:11]3)[CH:7]=[CH:6][CH:5]=2)[CH2:2][CH2:3]1. The yield is 0.830.